Task: Predict which catalyst facilitates the given reaction.. Dataset: Catalyst prediction with 721,799 reactions and 888 catalyst types from USPTO (1) Reactant: C(N(CC)[C:4](=[O:14])[C:5]1[CH:10]=[CH:9][C:8]([O:11][CH3:12])=[CH:7][C:6]=1[CH3:13])C.C([Li])(C)(C)C.[F:22][C:23]([F:27])([F:26])[C:24]#[N:25]. Product: [CH3:12][O:11][C:8]1[CH:7]=[C:6]2[C:5](=[CH:10][CH:9]=1)[C:4]([OH:14])=[N:25][C:24]([C:23]([F:27])([F:26])[F:22])=[CH:13]2. The catalyst class is: 1. (2) Reactant: [CH3:1][N:2]1[CH2:7][CH2:6]N[CH2:4][CH2:3]1.[CH3:8][O:9][C:10]1[CH:18]=[C:17]([N+:19]([O-])=O)[C:16]([N+:22]([O-:24])=[O:23])=[CH:15][C:11]=1[C:12]([OH:14])=[O:13]. Product: [CH3:8][O:9][C:10]1[CH:18]=[C:17]([N:19]2[CH2:6][CH2:7][N:2]([CH3:1])[CH2:3][CH2:4]2)[C:16]([N+:22]([O-:24])=[O:23])=[CH:15][C:11]=1[C:12]([OH:14])=[O:13]. The catalyst class is: 6. (3) Reactant: [CH3:1][C:2]1[CH:6]=[C:5]([C:7]([O:9][CH2:10][CH3:11])=[O:8])[NH:4][N:3]=1.[H-].[Na+].[F:14][C:15]1[CH:22]=[CH:21][CH:20]=[CH:19][C:16]=1[CH2:17]Br.O. Product: [F:14][C:15]1[CH:22]=[CH:21][CH:20]=[CH:19][C:16]=1[CH2:17][N:3]1[C:2]([CH3:1])=[CH:6][C:5]([C:7]([O:9][CH2:10][CH3:11])=[O:8])=[N:4]1.[F:14][C:15]1[CH:22]=[CH:21][CH:20]=[CH:19][C:16]=1[CH2:17][N:4]1[C:5]([C:7]([O:9][CH2:10][CH3:11])=[O:8])=[CH:6][C:2]([CH3:1])=[N:3]1. The catalyst class is: 3. (4) The catalyst class is: 6. Product: [CH3:9][C:8]([N:10]1[CH:14]=[C:13]([C:15]2[C:16]3[CH:23]=[CH:22][NH:21][C:17]=3[N:18]=[CH:19][N:20]=2)[CH:12]=[N:11]1)([CH3:24])[CH2:7][CH2:6][C:25]#[N:26]. Reactant: CS(O[CH2:6][CH2:7][C:8]([CH3:24])([N:10]1[CH:14]=[C:13]([C:15]2[C:16]3[CH:23]=[CH:22][NH:21][C:17]=3[N:18]=[CH:19][N:20]=2)[CH:12]=[N:11]1)[CH3:9])(=O)=O.[CH3:25][N:26](C=O)C.[C-]#N.[Na+]. (5) Reactant: C([O:3][C:4](=[O:26])[C:5]1[CH:10]=[C:9]([C:11]2[CH:16]=[CH:15][C:14]([CH3:17])=[CH:13][N:12]=2)[CH:8]=[C:7]([C:18]2[S:22][N:21]=[N:20][C:19]=2[CH:23]([CH3:25])[CH3:24])[CH:6]=1)C.[Li+].[OH-]. Product: [CH:23]([C:19]1[N:20]=[N:21][S:22][C:18]=1[C:7]1[CH:6]=[C:5]([CH:10]=[C:9]([C:11]2[CH:16]=[CH:15][C:14]([CH3:17])=[CH:13][N:12]=2)[CH:8]=1)[C:4]([OH:26])=[O:3])([CH3:25])[CH3:24]. The catalyst class is: 1. (6) Reactant: [CH2:1]([O:8][C:9]([N:11]1[CH2:15][CH2:14][C@:13]([CH3:19])([C:16](O)=[O:17])[CH2:12]1)=[O:10])[C:2]1[CH:7]=[CH:6][CH:5]=[CH:4][CH:3]=1.CC(OC(OC(OC(C)(C)C)=O)=O)(C)C.[N:35]1C=CC=CC=1.[NH4+].[OH-].O. Product: [C:16]([C@@:13]1([CH3:19])[CH2:14][CH2:15][N:11]([C:9]([O:8][CH2:1][C:2]2[CH:7]=[CH:6][CH:5]=[CH:4][CH:3]=2)=[O:10])[CH2:12]1)(=[O:17])[NH2:35]. The catalyst class is: 84. (7) Reactant: [Cl:1][C:2]1[CH:7]=[CH:6][C:5]([N:8]2[C:16](=[O:17])[C:15]3[N:14]=[CH:13][N:12]([C:18]4[CH:23]=[CH:22][CH:21]=[C:20]([S:24]([CH3:27])(=[O:26])=[O:25])[CH:19]=4)[C:11]=3[N:10]=[C:9]2[C:28]2[CH:33]=[CH:32][C:31](B3OC(C)(C)C(C)(C)O3)=[CH:30][CH:29]=2)=[CH:4][CH:3]=1.[NH2:43][C:44]1[CH:45]=[CH:46][C:47](Br)=[N:48][CH:49]=1.C(=O)([O-])[O-].[Cs+].[Cs+]. Product: [NH2:43][C:44]1[CH:45]=[CH:46][C:47]([C:31]2[CH:32]=[CH:33][C:28]([C:9]3[N:8]([C:5]4[CH:4]=[CH:3][C:2]([Cl:1])=[CH:7][CH:6]=4)[C:16](=[O:17])[C:15]4[N:14]=[CH:13][N:12]([C:18]5[CH:23]=[CH:22][CH:21]=[C:20]([S:24]([CH3:27])(=[O:25])=[O:26])[CH:19]=5)[C:11]=4[N:10]=3)=[CH:29][CH:30]=2)=[N:48][CH:49]=1. The catalyst class is: 423.